From a dataset of Catalyst prediction with 721,799 reactions and 888 catalyst types from USPTO. Predict which catalyst facilitates the given reaction. (1) Reactant: [CH3:1][CH:2]([CH2:4][CH2:5][CH2:6][C@@H:7]([C@@H:9]1[C@:26]2([CH3:27])[C@H:12]([C:13]3[O:14][C:15](=[O:29])[CH:16]4[C@:21]([C:23]=3[CH2:24][CH2:25]2)([CH3:22])[CH2:20][CH2:19][C:18](=O)[CH2:17]4)[CH2:11][CH2:10]1)[CH3:8])[CH3:3].Cl.[OH:31][NH2:32].C(N(CC)CC)C.[Cl-].[NH4+]. Product: [OH:31][N:32]=[C:18]1[CH2:19][CH2:20][C@@:21]2([CH3:22])[CH:16]([C:15](=[O:29])[O:14][C:13]3[C@H:12]4[C@:26]([CH3:27])([CH2:25][CH2:24][C:23]=32)[C@@H:9]([C@@H:7]([CH3:8])[CH2:6][CH2:5][CH2:4][CH:2]([CH3:1])[CH3:3])[CH2:10][CH2:11]4)[CH2:17]1. The catalyst class is: 8. (2) Reactant: [CH:1]([C:4]1[CH:5]=[CH:6][C:7]([CH3:51])=[C:8]([N:10]2[CH2:50][CH2:49][C:13]3[N:14]=[C:15]([C:29]4[CH:37]=[CH:36][CH:35]=[C:34]5[C:30]=4[C:31]([CH3:48])=[CH:32][N:33]5S(C4C=CC(C)=CC=4)(=O)=O)[N:16]=[C:17]([N:18]4[CH2:23][CH2:22][N:21]([S:24]([CH3:27])(=[O:26])=[O:25])[C@H:20]([CH3:28])[CH2:19]4)[C:12]=3[CH2:11]2)[CH:9]=1)([CH3:3])[CH3:2].[NH4+].[OH-].[OH-].[K+]. The catalyst class is: 5. Product: [CH:1]([C:4]1[CH:5]=[CH:6][C:7]([CH3:51])=[C:8]([N:10]2[CH2:50][CH2:49][C:13]3[N:14]=[C:15]([C:29]4[CH:37]=[CH:36][CH:35]=[C:34]5[C:30]=4[C:31]([CH3:48])=[CH:32][NH:33]5)[N:16]=[C:17]([N:18]4[CH2:23][CH2:22][N:21]([S:24]([CH3:27])(=[O:26])=[O:25])[C@H:20]([CH3:28])[CH2:19]4)[C:12]=3[CH2:11]2)[CH:9]=1)([CH3:3])[CH3:2]. (3) Reactant: [NH2:1][C:2]1[CH:11]=[C:10]([C:12]([O-])=[O:13])[CH:9]=[CH:8][C:3]=1[C:4]([O:6][CH3:7])=[O:5].CN1CCOCC1.[BH4-].[Na+].[OH-].[Na+]. Product: [CH3:7][O:6][C:4](=[O:5])[C:3]1[CH:8]=[CH:9][C:10]([CH2:12][OH:13])=[CH:11][C:2]=1[NH2:1]. The catalyst class is: 149. (4) Reactant: Br[CH2:2][CH2:3][CH2:4][CH3:5].[F:6][C:7]1[C:19]2[CH2:18][C:17]3[C:12](=[CH:13][CH:14]=[CH:15][C:16]=3[F:20])[C:11]=2[CH:10]=[CH:9][C:8]=1[OH:21].C(=O)([O-])[O-].[K+].[K+].O. Product: [CH2:2]([O:21][C:8]1[CH:9]=[CH:10][C:11]2[C:12]3[C:17](=[C:16]([F:20])[CH:15]=[CH:14][CH:13]=3)[CH2:18][C:19]=2[C:7]=1[F:6])[CH2:3][CH2:4][CH3:5]. The catalyst class is: 131. (5) Reactant: C(=O)([O-])[O-].[K+].[K+].[OH:7][C:8]1[C:13]([CH3:14])=[C:12]([OH:15])[CH:11]=[CH:10][C:9]=1[C:16](=[O:21])[CH2:17][CH:18]([CH3:20])[CH3:19].Br[CH2:23][CH2:24][CH2:25][CH2:26][O:27][C:28]1[CH:33]=[CH:32][CH:31]=[CH:30][CH:29]=1. Product: [OH:7][C:8]1[C:13]([CH3:14])=[C:12]([O:15][CH2:23][CH2:24][CH2:25][CH2:26][O:27][C:28]2[CH:33]=[CH:32][CH:31]=[CH:30][CH:29]=2)[CH:11]=[CH:10][C:9]=1[C:16](=[O:21])[CH2:17][CH:18]([CH3:19])[CH3:20]. The catalyst class is: 21.